From a dataset of Forward reaction prediction with 1.9M reactions from USPTO patents (1976-2016). Predict the product of the given reaction. (1) Given the reactants [F:1][C:2]([F:21])([F:20])[C:3]1[CH:8]=[C:7]([C:9]2[CH:14]=[CH:13][C:12]([C:15]([F:18])([F:17])[F:16])=[CH:11][CH:10]=2)[NH:6][C:5](=O)[CH:4]=1.P(Cl)(Cl)([Cl:24])=O, predict the reaction product. The product is: [Cl:24][C:5]1[CH:4]=[C:3]([C:2]([F:21])([F:20])[F:1])[CH:8]=[C:7]([C:9]2[CH:14]=[CH:13][C:12]([C:15]([F:18])([F:17])[F:16])=[CH:11][CH:10]=2)[N:6]=1. (2) Given the reactants [Cl:1][C:2]1[CH:3]=[C:4]([N:8]2[C:13](=[O:14])[C:12]([O:15][CH2:16][CH2:17][CH:18]([CH3:20])[CH3:19])=[C:11]([C:21]3[CH:26]=[CH:25][C:24]([S:27](C)(=[O:29])=[O:28])=[CH:23][CH:22]=3)[CH:10]=[N:9]2)[CH:5]=[CH:6][CH:7]=1.[NH3:31], predict the reaction product. The product is: [Cl:1][C:2]1[CH:3]=[C:4]([N:8]2[C:13](=[O:14])[C:12]([O:15][CH2:16][CH2:17][CH:18]([CH3:20])[CH3:19])=[C:11]([C:21]3[CH:26]=[CH:25][C:24]([S:27]([NH2:31])(=[O:29])=[O:28])=[CH:23][CH:22]=3)[CH:10]=[N:9]2)[CH:5]=[CH:6][CH:7]=1. (3) The product is: [Br:1][C:2]1[CH:3]=[N:4][C:5]2[N:6]([N:8]=[C:9]([C:11]([N:20]3[CH2:19][CH2:18][N:17]4[C:21]([C:24]5[S:25][CH:26]=[CH:27][CH:28]=5)=[N:22][N:23]=[C:16]4[CH:15]3[CH3:14])=[O:13])[CH:10]=2)[CH:7]=1. Given the reactants [Br:1][C:2]1[CH:3]=[N:4][C:5]2[N:6]([N:8]=[C:9]([C:11]([OH:13])=O)[CH:10]=2)[CH:7]=1.[CH3:14][CH:15]1[NH:20][CH2:19][CH2:18][N:17]2[C:21]([C:24]3[S:25][CH:26]=[CH:27][CH:28]=3)=[N:22][N:23]=[C:16]12, predict the reaction product. (4) Given the reactants Br[C:2]1[CH:7]=[CH:6][CH:5]=[CH:4][CH:3]=1.[C:8]([N:11]1[C:20]2[C:15](=[CH:16][C:17]([N:21]3[CH2:26][CH2:25][CH:24]([NH:27][C:28](=[O:34])[O:29][C:30]([CH3:33])([CH3:32])[CH3:31])[CH2:23][CH2:22]3)=[CH:18][CH:19]=2)[C@H:14]([NH2:35])[C@@H:13]([CH3:36])[C@@H:12]1[CH3:37])(=[O:10])[CH3:9].CN(C1C(C2C(P(C3CCCCC3)C3CCCCC3)=CC=CC=2)=CC=CC=1)C.CC(C)([O-])C.[Na+], predict the reaction product. The product is: [C:8]([N:11]1[C:20]2[C:15](=[CH:16][C:17]([N:21]3[CH2:22][CH2:23][CH:24]([NH:27][C:28](=[O:34])[O:29][C:30]([CH3:31])([CH3:33])[CH3:32])[CH2:25][CH2:26]3)=[CH:18][CH:19]=2)[C@H:14]([NH:35][C:2]2[CH:7]=[CH:6][CH:5]=[CH:4][CH:3]=2)[C@@H:13]([CH3:36])[C@@H:12]1[CH3:37])(=[O:10])[CH3:9].